This data is from Forward reaction prediction with 1.9M reactions from USPTO patents (1976-2016). The task is: Predict the product of the given reaction. Given the reactants [OH:1][N:2]1[C:7]([CH3:9])([CH3:8])[CH2:6][CH:5]([O:10][C:11](=[O:18])[C:12]2[CH:17]=[CH:16][CH:15]=[CH:14][CH:13]=2)[CH2:4][C:3]1([CH3:20])[CH3:19].[C:21]1([CH3:37])[CH:26]=[CH:25][C:24]([N:27]=[C:28]=[N:29][C:30]2[CH:35]=[CH:34][C:33]([CH3:36])=[CH:32][CH:31]=2)=[CH:23][CH:22]=1, predict the reaction product. The product is: [C:33]1([CH3:36])[CH:34]=[CH:35][C:30]([NH:29][C:28]([O:1][N:2]2[C:7]([CH3:9])([CH3:8])[CH2:6][CH:5]([O:10][C:11](=[O:18])[C:12]3[CH:17]=[CH:16][CH:15]=[CH:14][CH:13]=3)[CH2:4][C:3]2([CH3:20])[CH3:19])=[N:27][C:24]2[CH:23]=[CH:22][C:21]([CH3:37])=[CH:26][CH:25]=2)=[CH:31][CH:32]=1.